From a dataset of Catalyst prediction with 721,799 reactions and 888 catalyst types from USPTO. Predict which catalyst facilitates the given reaction. Reactant: Cl[C:2]1[C:3]2[CH2:16][CH2:15][N:14]([C@@:17]3([CH3:25])[CH2:21][CH2:20][N:19]([C:22]([O-:24])=[O:23])[CH2:18]3)[C:4]=2[N:5]=[C:6]([N:8]2[CH2:13][CH2:12][O:11][CH2:10][CH2:9]2)[N:7]=1.CC1(C)C(C)(C)OB([C:34]2[CH:35]=[N:36][C:37]([NH2:40])=[N:38][CH:39]=2)O1.C([O-])([O-])=O.[Na+].[Na+]. Product: [NH2:40][C:37]1[N:36]=[CH:35][C:34]([C:2]2[C:3]3[CH2:16][CH2:15][N:14]([C@@:17]4([CH3:25])[CH2:21][CH2:20][N:19]([C:22]([O:24][C:3]([CH3:16])([CH3:4])[CH3:2])=[O:23])[CH2:18]4)[C:4]=3[N:5]=[C:6]([N:8]3[CH2:13][CH2:12][O:11][CH2:10][CH2:9]3)[N:7]=2)=[CH:39][N:38]=1. The catalyst class is: 669.